From a dataset of Forward reaction prediction with 1.9M reactions from USPTO patents (1976-2016). Predict the product of the given reaction. (1) Given the reactants FC(F)(F)C(O)=O.[BH4-].[Na+].[Br:10][C:11]1[CH:46]=[CH:45][C:14]([CH2:15][N:16]2[CH2:20][CH2:19][C:18]3([CH2:25][CH2:24][N:23]([CH2:26][CH2:27][C:28](O)([C:35]4[CH:40]=[CH:39][CH:38]=[CH:37][C:36]=4[O:41][CH3:42])[C:29]4[CH:34]=[CH:33][CH:32]=[CH:31][CH:30]=4)[CH2:22][CH2:21]3)[C:17]2=[O:44])=[CH:13][CH:12]=1.[OH-].[Na+], predict the reaction product. The product is: [Br:10][C:11]1[CH:12]=[CH:13][C:14]([CH2:15][N:16]2[CH2:20][CH2:19][C:18]3([CH2:21][CH2:22][N:23]([CH2:26][CH2:27][CH:28]([C:35]4[CH:40]=[CH:39][CH:38]=[CH:37][C:36]=4[O:41][CH3:42])[C:29]4[CH:34]=[CH:33][CH:32]=[CH:31][CH:30]=4)[CH2:24][CH2:25]3)[C:17]2=[O:44])=[CH:45][CH:46]=1. (2) Given the reactants [CH2:1]([O:3][C:4]1[CH:24]=[CH:23][C:7]([O:8][CH2:9][CH:10]2[CH2:15][CH2:14][CH:13]([CH:16]3[CH2:21][O:20][C:19](=[O:22])[CH2:18][CH2:17]3)[CH2:12][CH2:11]2)=[C:6]([F:25])[C:5]=1[F:26])[CH3:2].[CH2:27]([Li])[CH2:28][CH3:29].[Cl-].[NH4+], predict the reaction product. The product is: [CH2:1]([O:3][C:4]1[CH:24]=[CH:23][C:7]([O:8][CH2:9][CH:10]2[CH2:15][CH2:14][CH:13]([CH:16]3[CH2:21][O:20][C:19]([CH2:27][CH2:28][CH3:29])([OH:22])[CH2:18][CH2:17]3)[CH2:12][CH2:11]2)=[C:6]([F:25])[C:5]=1[F:26])[CH3:2].